Dataset: HIV replication inhibition screening data with 41,000+ compounds from the AIDS Antiviral Screen. Task: Binary Classification. Given a drug SMILES string, predict its activity (active/inactive) in a high-throughput screening assay against a specified biological target. (1) The drug is O=C1C(=O)N(C2C3CC4CC(C3)CC2C4)C(=O)C(=O)C1c1nc2ccccc2o1. The result is 0 (inactive). (2) The drug is c1ccc(-c2cn3nc(N4CCOCC4)sc3n2)cc1. The result is 0 (inactive). (3) The molecule is O=[N+]([O-])c1ccccc1S(=O)(=O)c1ccccc1[N+](=O)[O-]. The result is 1 (active). (4) The drug is O=C(NOC(=O)c1ccc([N+](=O)[O-])cc1)c1ccc(Cl)cc1. The result is 0 (inactive). (5) The molecule is Oc1nnnc2cc(Cl)ccc12. The result is 0 (inactive).